Predict the reactants needed to synthesize the given product. From a dataset of Full USPTO retrosynthesis dataset with 1.9M reactions from patents (1976-2016). (1) Given the product [CH3:1][O:2][C:5]1[N:10]=[N:9][C:8]([N:11]2[C:15]([C:16]3[CH:17]=[N:18][C:19]([CH3:22])=[CH:20][CH:21]=3)=[CH:14][C:13]([C:23]([OH:25])=[O:24])=[N:12]2)=[CH:7][CH:6]=1, predict the reactants needed to synthesize it. The reactants are: [CH3:1][O-:2].[Na+].Cl[C:5]1[N:10]=[N:9][C:8]([N:11]2[C:15]([C:16]3[CH:17]=[N:18][C:19]([CH3:22])=[CH:20][CH:21]=3)=[CH:14][C:13]([C:23]([O:25]C)=[O:24])=[N:12]2)=[CH:7][CH:6]=1.O.Cl. (2) Given the product [N:1]1([CH2:6][CH2:7][O:8][C:9]2[N:10]=[CH:11][C:12]3[NH:28]/[C:37](=[N:36]\[C:34](=[O:35])[C:33]4[CH:63]=[CH:64][C:30]([F:29])=[CH:31][CH:32]=4)/[N:15]([C@H:16]4[CH2:17][CH2:18][C@@H:19]([C:22](=[O:23])[NH:24][CH:25]([CH3:26])[CH3:27])[CH2:20][CH2:21]4)[C:13]=3[CH:14]=2)[CH:5]=[N:4][CH:3]=[N:2]1, predict the reactants needed to synthesize it. The reactants are: [N:1]1([CH2:6][CH2:7][O:8][C:9]2[CH:14]=[C:13]([NH:15][C@@H:16]3[CH2:21][CH2:20][C@H:19]([C:22]([NH:24][CH:25]([CH3:27])[CH3:26])=[O:23])[CH2:18][CH2:17]3)[C:12]([NH2:28])=[CH:11][N:10]=2)[CH:5]=[N:4][CH:3]=[N:2]1.[F:29][C:30]1[CH:64]=[CH:63][C:33]([C:34](/[N:36]=[C:37]2/N([C@H]3CC[C@@H](C(=O)NC(C)C)CC3)C3C=C(OCCOC)N=CC=3N/2)=[O:35])=[CH:32][CH:31]=1. (3) Given the product [CH3:3][CH:2]([C:4]1[N:8]=[C:7]([N:9]2[CH2:10][CH2:11][CH:12]([CH2:15][O:16][C:17]3[CH:18]=[CH:19][C:20]([C:23]4[CH:24]=[CH:25][C:26]([S:29]([CH3:30])=[O:31])=[CH:27][CH:28]=4)=[N:21][CH:22]=3)[CH2:13][CH2:14]2)[O:6][N:5]=1)[CH3:1], predict the reactants needed to synthesize it. The reactants are: [CH3:1][CH:2]([C:4]1[N:8]=[C:7]([N:9]2[CH2:14][CH2:13][CH:12]([CH2:15][O:16][C:17]3[CH:18]=[CH:19][C:20]([C:23]4[CH:28]=[CH:27][C:26]([S:29][CH3:30])=[CH:25][CH:24]=4)=[N:21][CH:22]=3)[CH2:11][CH2:10]2)[O:6][N:5]=1)[CH3:3].[OH:31]O. (4) Given the product [F:27][C:28]1[CH:29]=[C:30]2[C:34](=[CH:35][CH:36]=1)[NH:33][CH:32]=[C:31]2[C:37]1[CH2:38][CH2:39][N:40]([CH2:12][CH:13]2[O:26][C:17]3=[C:18]4[C:23](=[CH:24][CH:25]=[C:16]3[O:15][CH2:14]2)[O:22][CH2:21][CH2:20][CH2:19]4)[CH2:41][CH:42]=1, predict the reactants needed to synthesize it. The reactants are: CC1C=CC(S(O[CH2:12][C@@H:13]2[O:26][C:17]3=[C:18]4[C:23](=[CH:24][CH:25]=[C:16]3[O:15][CH2:14]2)[O:22][CH2:21][CH2:20][CH2:19]4)(=O)=O)=CC=1.[F:27][C:28]1[CH:29]=[C:30]2[C:34](=[CH:35][CH:36]=1)[NH:33][CH:32]=[C:31]2[C:37]1[CH2:38][CH2:39][NH:40][CH2:41][CH:42]=1.C(OCC)(=O)C. (5) Given the product [F:66][C:31]([F:30])([F:67])[C:32]1[CH:33]=[C:34]([C@H:42]([O:44][C@H:45]2[CH2:49][N:48]3[C@@H:47]([CH2:7][C:12]([C:13]([O:15][CH3:16])=[O:14])=[CH:69][C:50]3=[O:51])[C@@H:46]2[C:59]2[CH:64]=[CH:63][C:62]([F:65])=[CH:61][CH:60]=2)[CH3:43])[CH:35]=[C:36]([C:38]([F:41])([F:40])[F:39])[CH:37]=1, predict the reactants needed to synthesize it. The reactants are: COP([CH:7]([CH2:12][C:13]([O:15][C:16](C)(C)C)=[O:14])C(OC)=O)(OC)=O.[Li+].C[Si]([N-][Si](C)(C)C)(C)C.[F:30][C:31]([F:67])([F:66])[C:32]1[CH:33]=[C:34]([C@H:42]([O:44][C@H:45]2[CH2:49][N:48]([C:50](OC(C)(C)C)=[O:51])[C@@H:47](C=O)[C@@H:46]2[C:59]2[CH:64]=[CH:63][C:62]([F:65])=[CH:61][CH:60]=2)[CH3:43])[CH:35]=[C:36]([C:38]([F:41])([F:40])[F:39])[CH:37]=1.Cl.[CH3:69]N(C)CCCN=C=NCC.C(N(C(C)C)CC)(C)C. (6) Given the product [C:43]([O:47][C:48](=[O:66])[CH2:49][CH:50]([NH:65][C:70](=[O:71])[CH2:69][CH2:29][CH2:28][CH2:27][CH2:36][CH2:35][CH2:34][CH2:33][CH2:38][CH2:37][NH:39][C:1]([O:3][C:4]([CH3:7])([CH3:6])[CH3:5])=[O:2])[CH:51]([OH:64])[CH2:52][O:53][C:54]1[C:55]([F:63])=[C:56]([F:62])[CH:57]=[C:58]([F:61])[C:59]=1[F:60])([CH3:46])([CH3:44])[CH3:45], predict the reactants needed to synthesize it. The reactants are: [C:1](C(CCCCCCCCCN)C(O)=O)([O:3][C:4]([CH3:7])([CH3:6])[CH3:5])=[O:2].CCN=C=N[CH2:27][CH2:28][CH2:29]N(C)C.[CH:33]1[CH:34]=[CH:35][C:36]2N(O)N=[N:39][C:37]=2[CH:38]=1.[C:43]([O:47][C:48](=[O:66])[CH2:49][CH:50]([NH2:65])[CH:51]([OH:64])[CH2:52][O:53][C:54]1[C:59]([F:60])=[C:58]([F:61])[CH:57]=[C:56]([F:62])[C:55]=1[F:63])([CH3:46])([CH3:45])[CH3:44].CN1CC[O:71][CH2:70][CH2:69]1. (7) The reactants are: [CH3:1][O:2][C:3]([C:5]1[S:6][C:7]([C:14]([OH:16])=O)=[CH:8][C:9]=1[C:10]([F:13])([F:12])[F:11])=[O:4].C(N(CC)CC)C.C(Cl)CCl.C1C=CC2N(O)N=NC=2C=1.[NH:38]1[C:46]2[C:41](=[C:42]([CH2:47][NH2:48])[CH:43]=[CH:44][CH:45]=2)[CH:40]=[CH:39]1. Given the product [CH3:1][O:2][C:3]([C:5]1[S:6][C:7]([C:14](=[O:16])[NH:48][CH2:47][C:42]2[CH:43]=[CH:44][CH:45]=[C:46]3[C:41]=2[CH:40]=[CH:39][NH:38]3)=[CH:8][C:9]=1[C:10]([F:11])([F:12])[F:13])=[O:4], predict the reactants needed to synthesize it.